Dataset: NCI-60 drug combinations with 297,098 pairs across 59 cell lines. Task: Regression. Given two drug SMILES strings and cell line genomic features, predict the synergy score measuring deviation from expected non-interaction effect. Drug 1: C(=O)(N)NO. Drug 2: C1CN(P(=O)(OC1)NCCCl)CCCl. Synergy scores: CSS=1.60, Synergy_ZIP=-1.48, Synergy_Bliss=-3.34, Synergy_Loewe=1.33, Synergy_HSA=-1.97. Cell line: OVCAR-4.